Dataset: NCI-60 drug combinations with 297,098 pairs across 59 cell lines. Task: Regression. Given two drug SMILES strings and cell line genomic features, predict the synergy score measuring deviation from expected non-interaction effect. (1) Drug 1: COC1=NC(=NC2=C1N=CN2C3C(C(C(O3)CO)O)O)N. Drug 2: CC=C1C(=O)NC(C(=O)OC2CC(=O)NC(C(=O)NC(CSSCCC=C2)C(=O)N1)C(C)C)C(C)C. Cell line: SK-MEL-28. Synergy scores: CSS=22.2, Synergy_ZIP=1.56, Synergy_Bliss=-0.963, Synergy_Loewe=-57.0, Synergy_HSA=-5.34. (2) Drug 1: CC12CCC(CC1=CCC3C2CCC4(C3CC=C4C5=CN=CC=C5)C)O. Drug 2: CC1=C(C=C(C=C1)NC2=NC=CC(=N2)N(C)C3=CC4=NN(C(=C4C=C3)C)C)S(=O)(=O)N.Cl. Cell line: SK-MEL-28. Synergy scores: CSS=8.23, Synergy_ZIP=0.637, Synergy_Bliss=5.80, Synergy_Loewe=-0.621, Synergy_HSA=2.11. (3) Drug 1: CC1C(C(=O)NC(C(=O)N2CCCC2C(=O)N(CC(=O)N(C(C(=O)O1)C(C)C)C)C)C(C)C)NC(=O)C3=C4C(=C(C=C3)C)OC5=C(C(=O)C(=C(C5=N4)C(=O)NC6C(OC(=O)C(N(C(=O)CN(C(=O)C7CCCN7C(=O)C(NC6=O)C(C)C)C)C)C(C)C)C)N)C. Drug 2: CC12CCC3C(C1CCC2O)C(CC4=C3C=CC(=C4)O)CCCCCCCCCS(=O)CCCC(C(F)(F)F)(F)F. Cell line: NCI-H226. Synergy scores: CSS=34.0, Synergy_ZIP=10.0, Synergy_Bliss=9.46, Synergy_Loewe=-0.879, Synergy_HSA=9.32. (4) Drug 2: C(=O)(N)NO. Drug 1: CC1=CC2C(CCC3(C2CCC3(C(=O)C)OC(=O)C)C)C4(C1=CC(=O)CC4)C. Synergy scores: CSS=-10.7, Synergy_ZIP=1.65, Synergy_Bliss=-6.20, Synergy_Loewe=-10.7, Synergy_HSA=-10.0. Cell line: OVCAR-5. (5) Drug 1: CN1CCC(CC1)COC2=C(C=C3C(=C2)N=CN=C3NC4=C(C=C(C=C4)Br)F)OC. Drug 2: COC1=CC(=CC(=C1O)OC)C2C3C(COC3=O)C(C4=CC5=C(C=C24)OCO5)OC6C(C(C7C(O6)COC(O7)C8=CC=CS8)O)O. Cell line: SK-MEL-5. Synergy scores: CSS=18.2, Synergy_ZIP=-4.23, Synergy_Bliss=-2.42, Synergy_Loewe=-26.3, Synergy_HSA=-6.54. (6) Drug 1: C1CC(CCC1OC2=C(C(=CC=C2)Cl)F)(CC3=NC(=CC=C3)NC4=NC=CS4)C(=O)O. Drug 2: C1CC(C1)(C2=CC=C(C=C2)C3=C(C=C4C(=N3)C=CN5C4=NNC5=O)C6=CC=CC=C6)N. Cell line: SW-620. Synergy scores: CSS=21.3, Synergy_ZIP=-4.32, Synergy_Bliss=-0.892, Synergy_Loewe=0.888, Synergy_HSA=3.09. (7) Drug 1: CC1=C(N=C(N=C1N)C(CC(=O)N)NCC(C(=O)N)N)C(=O)NC(C(C2=CN=CN2)OC3C(C(C(C(O3)CO)O)O)OC4C(C(C(C(O4)CO)O)OC(=O)N)O)C(=O)NC(C)C(C(C)C(=O)NC(C(C)O)C(=O)NCCC5=NC(=CS5)C6=NC(=CS6)C(=O)NCCC[S+](C)C)O. Drug 2: C1=NC2=C(N1)C(=S)N=CN2. Cell line: SN12C. Synergy scores: CSS=39.9, Synergy_ZIP=-8.37, Synergy_Bliss=-0.452, Synergy_Loewe=0.587, Synergy_HSA=3.90.